This data is from Forward reaction prediction with 1.9M reactions from USPTO patents (1976-2016). The task is: Predict the product of the given reaction. Given the reactants FC1C=C(F)C=CC=1CNC1C(C2C=CC(F)=CC=2F)=CN=C([N:20]2[CH2:25][CH2:24][CH:23]([N:26]3[CH2:31][CH2:30][CH:29]([CH3:32])[CH2:28][CH2:27]3)[CH2:22][CH2:21]2)N=1.ClC1N=C(NCC2C=CC(F)=CC=2F)C(C2C=CC(F)=CC=2F)=CN=1, predict the reaction product. The product is: [CH3:32][CH:29]1[CH2:30][CH2:31][N:26]([CH:23]2[CH2:24][CH2:25][NH:20][CH2:21][CH2:22]2)[CH2:27][CH2:28]1.